This data is from Forward reaction prediction with 1.9M reactions from USPTO patents (1976-2016). The task is: Predict the product of the given reaction. Given the reactants C(NC(C)C)(C)C.C([Li])CCC.[CH2:13]([O:15][CH:16]([O:25][CH2:26][CH3:27])[C:17]1[C:18]([F:24])=[N:19][C:20]([F:23])=[CH:21][CH:22]=1)[CH3:14].C(=O)=O.CC(C)=O.[I:35]I.OS([O-])=O.[Na+], predict the reaction product. The product is: [CH2:26]([O:25][CH:16]([O:15][CH2:13][CH3:14])[C:17]1[C:18]([F:24])=[N:19][C:20]([F:23])=[C:21]([I:35])[CH:22]=1)[CH3:27].